Dataset: Forward reaction prediction with 1.9M reactions from USPTO patents (1976-2016). Task: Predict the product of the given reaction. The product is: [CH3:14][O:15][C:16]1[CH:26]=[CH:25][C:19]2[C:20]([CH3:24])([CH3:23])[CH2:21][O:22][C:18]=2[C:17]=1[B:28]([OH:31])[OH:29]. Given the reactants [Li]C(CC)C.CN(CCN(C)C)C.[CH3:14][O:15][C:16]1[CH:26]=[CH:25][C:19]2[C:20]([CH3:24])([CH3:23])[CH2:21][O:22][C:18]=2[CH:17]=1.[Li].[B:28](OC)([O:31]C)[O:29]C, predict the reaction product.